Dataset: Reaction yield outcomes from USPTO patents with 853,638 reactions. Task: Predict the reaction yield, written as a fraction of the theoretical maximum amount of product (1.0 means a 100% yield; for example, 0.34 means a 34% yield). The reactants are [CH2:1]([O:4][C:5]1([CH3:39])[CH2:10][CH2:9][N:8]([C:11]2[N:16]3[CH:17]=[C:18]([C:20]4[CH:25]=[CH:24][CH:23]=[C:22](Br)[CH:21]=4)[N:19]=[C:15]3[C:14]([CH3:27])=[C:13]([CH3:28])[C:12]=2[C@H:29]([O:34][C:35]([CH3:38])([CH3:37])[CH3:36])[C:30]([O:32][CH3:33])=[O:31])[CH2:7][CH2:6]1)[CH:2]=[CH2:3].[F:40][C:41]1[CH:46]=[C:45]([F:47])[CH:44]=[C:43]([O:48][C@H:49]([CH2:51][CH:52]=[CH2:53])[CH3:50])[C:42]=1B1OC(=O)CN(C)CC(=O)O1.C(OC1(C)CCN(C2N3C=C(C4C=C(C5C=C(F)C(F)=CC=5O[C@H](CC=C)C)C=CC=4)N=C3C(C)=C(C)C=2[C@H](OC(C)(C)C)C(OC)=O)CC1)C=C. No catalyst specified. The product is [CH2:1]([O:4][C:5]1([CH3:39])[CH2:10][CH2:9][N:8]([C:11]2[N:16]3[CH:17]=[C:18]([C:20]4[CH:21]=[C:22]([C:42]5[C:43]([O:48][C@H:49]([CH2:51][CH:52]=[CH2:53])[CH3:50])=[CH:44][C:45]([F:47])=[CH:46][C:41]=5[F:40])[CH:23]=[CH:24][CH:25]=4)[N:19]=[C:15]3[C:14]([CH3:27])=[C:13]([CH3:28])[C:12]=2[C@H:29]([O:34][C:35]([CH3:38])([CH3:37])[CH3:36])[C:30]([O:32][CH3:33])=[O:31])[CH2:7][CH2:6]1)[CH:2]=[CH2:3]. The yield is 0.990.